This data is from Full USPTO retrosynthesis dataset with 1.9M reactions from patents (1976-2016). The task is: Predict the reactants needed to synthesize the given product. (1) Given the product [CH3:31][O:30][C:3]1[CH:4]=[C:5]([C:8]2[N:9]=[N:10][N:11]([CH:13]3[CH2:19][CH2:18][C:17]4[CH:20]=[CH:21][CH:22]=[CH:23][C:16]=4[N:15]([CH2:24][C:25]([F:28])([F:27])[F:26])[C:14]3=[O:29])[CH:12]=2)[CH:6]=[CH:7][C:2]=1[C:35]1[CH:36]=[CH:37][N:32]=[CH:33][CH:34]=1, predict the reactants needed to synthesize it. The reactants are: I[C:2]1[CH:7]=[CH:6][C:5]([C:8]2[N:9]=[N:10][N:11]([CH:13]3[CH2:19][CH2:18][C:17]4[CH:20]=[CH:21][CH:22]=[CH:23][C:16]=4[N:15]([CH2:24][C:25]([F:28])([F:27])[F:26])[C:14]3=[O:29])[CH:12]=2)=[CH:4][C:3]=1[O:30][CH3:31].[N:32]1[CH:37]=[CH:36][C:35](B(O)O)=[CH:34][CH:33]=1.C(=O)([O-])[O-].[Na+].[Na+]. (2) The reactants are: [NH2:1][C:2]1[N:7]=[C:6]([S:8][CH2:9][C:10]2[N:11]=[C:12]([CH3:15])[S:13][CH:14]=2)[NH:5][C:4](=[O:16])[CH:3]=1.N1C=CC=CC=1.[S-:23][C:24]#[N:25].[K+].BrBr. Given the product [NH2:25][C:24]1[S:23][C:3]2[C:4](=[O:16])[NH:5][C:6]([S:8][CH2:9][C:10]3[N:11]=[C:12]([CH3:15])[S:13][CH:14]=3)=[N:7][C:2]=2[N:1]=1, predict the reactants needed to synthesize it. (3) Given the product [CH2:20]([C:22]1[CH:23]=[C:24]([CH2:25][N:2]([CH3:1])[C@H:3]2[CH2:7][CH2:6][N:5]([C:8]3[C:13]([C:14]([O:16][CH:17]([CH3:18])[CH3:19])=[O:15])=[CH:12][CH:11]=[CH:10][N:9]=3)[CH2:4]2)[CH:27]=[CH:28][CH:29]=1)[CH3:21], predict the reactants needed to synthesize it. The reactants are: [CH3:1][NH:2][C@H:3]1[CH2:7][CH2:6][N:5]([C:8]2[C:13]([C:14]([O:16][CH:17]([CH3:19])[CH3:18])=[O:15])=[CH:12][CH:11]=[CH:10][N:9]=2)[CH2:4]1.[CH2:20]([C:22]1[CH:23]=[C:24]([CH:27]=[CH:28][CH:29]=1)[CH:25]=O)[CH3:21].[BH-](OC(C)=O)(OC(C)=O)OC(C)=O.[Na+].O. (4) Given the product [Br-:10].[OH:5][CH2:4][CH2:3][N+:2]([CH3:6])([CH3:1])[CH2:7][CH2:8][CH3:9], predict the reactants needed to synthesize it. The reactants are: [CH3:1][N:2]([CH3:6])[CH2:3][CH2:4][OH:5].[CH2:7]([Br:10])[CH2:8][CH3:9].C1(C)C=CC=CC=1.